From a dataset of Catalyst prediction with 721,799 reactions and 888 catalyst types from USPTO. Predict which catalyst facilitates the given reaction. (1) Reactant: [NH2:1][CH2:2][CH2:3][NH:4][CH2:5][CH2:6][NH:7][CH2:8][CH2:9][NH:10][CH2:11][CH3:12].C(=O)([O-])[O-].[K+].[K+].[CH:19]([CH:21]=O)=O. Product: [N:10]12[CH:21]3[N:7]([CH2:6][CH2:5][N:4]4[CH:19]3[N:1]([CH2:12][CH2:11]1)[CH2:2][CH2:3]4)[CH2:8][CH2:9]2. The catalyst class is: 10. (2) Reactant: [Br:1][C:2]1[CH:7]=[CH:6][C:5]([Cl:8])=[C:4]([CH3:9])[C:3]=1[Cl:10].[Br:11]N1C(=O)CCC1=O. Product: [Br:1][C:2]1[CH:7]=[CH:6][C:5]([Cl:8])=[C:4]([CH2:9][Br:11])[C:3]=1[Cl:10]. The catalyst class is: 340. (3) The catalyst class is: 1. Reactant: [CH3:1][C:2]1([CH3:9])[O:6][CH:5]([CH2:7][OH:8])[CH2:4][O:3]1.Cl[CH2:11][C:12]([O:14][C:15]1[C:28]2[C:19](=[N+:20]([O-:32])[C:21]3[C:26]([N+:27]=2[O-:29])=[CH:25][CH:24]=[CH:23][C:22]=3[O:30]C)[CH:18]=[CH:17][CH:16]=1)=[O:13]. Product: [CH3:1][C:2]1([CH3:9])[O:6][CH:5]([CH2:7][O:8][CH2:11][C:12]([O:14][C:15]2[C:28]3[C:19](=[N+:20]([O-:32])[C:21]4[C:26]([N+:27]=3[O-:29])=[CH:25][CH:24]=[CH:23][C:22]=4[OH:30])[CH:18]=[CH:17][CH:16]=2)=[O:13])[CH2:4][O:3]1. (4) Reactant: C(=O)([O-])O.[K+].Br[CH2:7][C:8]([NH:10][CH2:11][CH2:12][CH:13]=[CH2:14])=[O:9].[NH2:15][C@@H:16]([CH2:18][OH:19])[CH3:17].[C:20](O[C:20]([O:22][C:23]([CH3:26])([CH3:25])[CH3:24])=[O:21])([O:22][C:23]([CH3:26])([CH3:25])[CH3:24])=[O:21].C(N(CC)CC)C. Product: [C:23]([O:22][C:20](=[O:21])[N:15]([CH2:7][C:8](=[O:9])[NH:10][CH2:11][CH2:12][CH:13]=[CH2:14])[C@H:16]([CH3:17])[CH2:18][OH:19])([CH3:26])([CH3:25])[CH3:24]. The catalyst class is: 10. (5) Reactant: C(OC([O:8][NH:9][C:10]([C:12]1[CH:13]=[N:14][C:15]([N:18]2[CH2:23][CH:22]3[CH:20]([CH:21]3[CH2:24][NH:25][CH2:26][C:27]3[CH:36]=[CH:35][C:34]4[C:29](=[CH:30][CH:31]=[CH:32][CH:33]=4)[CH:28]=3)[CH2:19]2)=[N:16][CH:17]=1)=[O:11])C)C(C)C.Cl.O1CCOCC1. Product: [OH:8][NH:9][C:10]([C:12]1[CH:13]=[N:14][C:15]([N:18]2[CH2:23][CH:22]3[CH:20]([CH:21]3[CH2:24][NH:25][CH2:26][C:27]3[CH:36]=[CH:35][C:34]4[C:29](=[CH:30][CH:31]=[CH:32][CH:33]=4)[CH:28]=3)[CH2:19]2)=[N:16][CH:17]=1)=[O:11]. The catalyst class is: 2. (6) Reactant: Br[C:2]1[CH:3]=[C:4]([NH:13][S:14]([C:17]2[CH:22]=[CH:21][C:20]([C:23]3[S:24][CH:25]=[CH:26][CH:27]=3)=[CH:19][CH:18]=2)(=[O:16])=[O:15])[CH:5]=[CH:6][C:7]=1[O:8][C:9]([F:12])([F:11])[F:10].[CH3:28][C@H:29]1[CH2:34][NH:33][CH2:32][C@@H:31]([CH3:35])[NH:30]1.CC(C)([O-])C.[Na+].C1(P(C2CCCCC2)C2C=CC=CC=2C2C=CC=CC=2N(C)C)CCCCC1. Product: [CH3:28][C@H:29]1[NH:30][C@@H:31]([CH3:35])[CH2:32][N:33]([C:2]2[CH:3]=[C:4]([NH:13][S:14]([C:17]3[CH:22]=[CH:21][C:20]([C:23]4[S:24][CH:25]=[CH:26][CH:27]=4)=[CH:19][CH:18]=3)(=[O:16])=[O:15])[CH:5]=[CH:6][C:7]=2[O:8][C:9]([F:12])([F:11])[F:10])[CH2:34]1. The catalyst class is: 62. (7) Reactant: [OH:1][C:2]1[CH:24]=[CH:23][C:5]2[N:6]=[C:7]([N:9]3[CH2:14][CH2:13][CH:12]([CH2:15][CH2:16][CH:17]([NH:19][C:20](=[O:22])[CH3:21])[CH3:18])[CH2:11][CH2:10]3)[O:8][C:4]=2[CH:3]=1.C(=O)([O-])[O-].[K+].[K+].Br[CH2:32][CH:33]1[CH2:35][CH2:34]1. Product: [CH:33]1([CH2:32][O:1][C:2]2[CH:24]=[CH:23][C:5]3[N:6]=[C:7]([N:9]4[CH2:10][CH2:11][CH:12]([CH2:15][CH2:16][CH:17]([NH:19][C:20](=[O:22])[CH3:21])[CH3:18])[CH2:13][CH2:14]4)[O:8][C:4]=3[CH:3]=2)[CH2:35][CH2:34]1. The catalyst class is: 39. (8) Reactant: [CH:1]1[CH:6]=[C:5]2[C:7]([O:9][C:10]3([C:23]4[C:18](=[CH:19][C:20]([OH:25])=[C:21]([Cl:24])[CH:22]=4)[O:17][C:16]4[C:11]3=[CH:12][C:13]([Cl:27])=[C:14]([OH:26])[CH:15]=4)[C:4]2=[CH:3][CH:2]=1)=[O:8].C(O)(=O)C. Product: [Cl:24][C:21]1[C:20]([OH:25])=[CH:19][C:18]2[O:17][C:16]3[C:11](=[CH:12][C:13]([Cl:27])=[C:14]([OH:26])[CH:15]=3)[CH:10]([C:4]3[CH:3]=[CH:2][CH:1]=[CH:6][C:5]=3[C:7]([OH:9])=[O:8])[C:23]=2[CH:22]=1. The catalyst class is: 324.